Dataset: Experimentally validated miRNA-target interactions with 360,000+ pairs, plus equal number of negative samples. Task: Binary Classification. Given a miRNA mature sequence and a target amino acid sequence, predict their likelihood of interaction. (1) The miRNA is mmu-miR-181c-5p with sequence AACAUUCAACCUGUCGGUGAGU. The protein sequence of the target gene is MPADIMEKNSSSPVAATPASVNTTPDKPKTASEHRKSSKPIMEKRRRARINESLSQLKTLILDALKKDSSRHSKLEKADILEMTVKHLRNLQRAQMTAALSTDPSVLGKYRAGFSECMNEVTRFLSTCEGVNTEVRTRLLGHLANCMTQINAMTYPGQAHPALQAPPPPPPSGPAGPQHAPFAPPPPPLVPIPGGAAPPPGSAPCKLGSQAGEAAKVFGGFQVVPAPDGQFAFLIPNGAFAHSGPVIPVYTSNSGTSVGPNAVSPSSGSSLTSDSMWRPWRN. Result: 0 (no interaction). (2) The miRNA is hsa-miR-3190-5p with sequence UCUGGCCAGCUACGUCCCCA. The protein sequence of the target gene is MAGLTLFVGRLPPSARSEQLEELFSQVGPVKQCFVVTEKGSKACRGFGYVTFSMLEDVQRALKEITTFEGCKINVTVAKKKLRNKTKEKGKNENSECPKKEPKAKKAKVADKKARLIIRNLSFKCSEDDLKTVFAQFGAVLEVNIPRKPDGKMRGFGFVQFKNLLEAGKALKGMNMKEIKGRTVAVDWAVAKDKYKDTQSVSAIGEEKSHESKHQESVKKKGREEEDMEEEENDDDDDDDDEEDGVFDDEDEEEENIESKVTKPVQIQKRAVKRPAPAKSSDHSEEDSDLEESDSIDDGE.... Result: 1 (interaction). (3) The miRNA is hsa-miR-5697 with sequence UCAAGUAGUUUCAUGAUAAAGG. The protein sequence of the target gene is MNGRADFREPNAEVPRPIPHIGPDYIPTEEERRVFAECNDESFWFRSVPLAATSMLITQGLISKGILSSHPKYGSIPKLILACIMGYFAGKLSYVKTCQEKFKKLENSPLGEALRSGQARRSSPPGHYYQKSKYDSSVSGQSSFVTSPAADNIEMLPHYEPIPFSSSMNESAPTGITDHIVQGPDPNLEESPKRKNITYEELRNKNRESYEVSLTQKTDPSVRPMHERVPKKEVKVNKYGDTWDE. Result: 0 (no interaction). (4) The miRNA is hsa-miR-4704-5p with sequence GACACUAGGCAUGUGAGUGAUU. The protein sequence of the target gene is MEALGKLKQFDAYPKTLEDFRVKTCGGATVTIVSGLLMLLLFLSELQYYLTTEVHPELYVDKSRGDKLKINIDVLFPHMPCAYLSIDAMDVAGEQQLDVEHNLFKQRLDKDGIPVSSEAERHELGKVEVTVFDPDSLDPDRCESCYGAEAEDIKCCNTCEDVREAYRRRGWAFKNPDTIEQCRREGFSQKMQEQKNEGCQVYGFLEVNKVAGNFHFAPGKSFQQSHVHVHDLQSFGLDNINMTHYIQHLSFGEDYPGIVNPLDHTNVTAPQASMMFQYFVKVVPTVYMKVDGEVLRTNQF.... Result: 0 (no interaction). (5) The miRNA is hsa-miR-6512-3p with sequence UUCCAGCCCUUCUAAUGGUAGG. The protein sequence of the target gene is MEAGNQTGFLEFILLGLSEDPELQPFIFGLFLSMYLVTVLGNLLIILAISSDSHLHTPMYFFLSNLSWVDICFSTCIVPKMLVNIQTENKAISYMDCLTQVYFSMFFPILDTLLLTVMAYDRFVAVCHPLHYMIIMNPHLCGLLVFVTWLIGVMTSLLHISLMMHLIFCKDFEIPHFFCELTYILQLACSDTFLNSTLIYFMTGVLGVFPLLGIIFSYSRIASSIRKMSSSGGKQKALSTCGSHLSVVSLFYGTGIGVHFTSAVTHSSQKISVASVMYTVVTPMLNPFIYSLRNKDVKGA.... Result: 1 (interaction). (6) The miRNA is hsa-miR-193b-3p with sequence AACUGGCCCUCAAAGUCCCGCU. The protein sequence of the target gene is MKFNPFVTSDRSKNRKRHFNAPSHIRRKIMSSPLSKELRQKYNVRSMPIRKDDEVQVVRGHYKGQQIGKVVQVYRKKYVIYIERVQREKANGTTVHVGIHPSKVVITRLKLDKDRKKILERKAKSRQVGKEKGKYKEETIEKMQE. Result: 1 (interaction).